From a dataset of Peptide-MHC class I binding affinity with 185,985 pairs from IEDB/IMGT. Regression. Given a peptide amino acid sequence and an MHC pseudo amino acid sequence, predict their binding affinity value. This is MHC class I binding data. (1) The peptide sequence is RMFLAMITY. The MHC is HLA-B44:02 with pseudo-sequence HLA-B44:02. The binding affinity (normalized) is 0.0847. (2) The peptide sequence is IRLRPGGKK. The MHC is HLA-A23:01 with pseudo-sequence HLA-A23:01. The binding affinity (normalized) is 0. (3) The peptide sequence is LHDAIMVEL. The MHC is HLA-B44:02 with pseudo-sequence HLA-B44:02. The binding affinity (normalized) is 0.0847. (4) The peptide sequence is ETKKQVNLM. The MHC is HLA-A26:01 with pseudo-sequence HLA-A26:01. The binding affinity (normalized) is 0.809. (5) The peptide sequence is AVDRGCLRI. The MHC is HLA-A01:01 with pseudo-sequence HLA-A01:01. The binding affinity (normalized) is 0.